From a dataset of Reaction yield outcomes from USPTO patents with 853,638 reactions. Predict the reaction yield, written as a fraction of the theoretical maximum amount of product (1.0 means a 100% yield; for example, 0.34 means a 34% yield). (1) The reactants are Br[C:2]1[CH:7]=[N:6][C:5]([Br:8])=[CH:4][N:3]=1.[C:9]([O:13][CH2:14][CH3:15])(=[O:12])[CH:10]=[CH2:11].C1(C)C=CC=CC=1P(C1C=CC=CC=1C)C1C=CC=CC=1C. The catalyst is CN(C=O)C.C(N(C(C)C)CC)(C)C.C([O-])(=O)C.[Pd+2].C([O-])(=O)C. The product is [Br:8][C:5]1[N:6]=[CH:7][C:2](/[CH:11]=[CH:10]/[C:9]([O:13][CH2:14][CH3:15])=[O:12])=[N:3][CH:4]=1. The yield is 0.0850. (2) The yield is 0.646. The product is [OH:5][C:6]1[CH:11]=[CH:10][C:9]([C:12]([NH:13][C:14]2[S:15][C:16]([S:19]([CH3:22])(=[O:21])=[O:20])=[CH:17][N:18]=2)=[O:23])=[CH:8][CH:7]=1. The catalyst is O1CCCC1. The reactants are Cl.C([O:5][C:6]1[CH:11]=[CH:10][C:9]([C:12](=[O:23])[NH:13][C:14]2[S:15][C:16]([S:19]([CH3:22])(=[O:21])=[O:20])=[CH:17][N:18]=2)=[CH:8][CH:7]=1)(=O)C. (3) The reactants are [CH3:1][C:2]1[O:3][C:4]2[CH:10]=[CH:9][C:8]([C:11]([OH:13])=O)=[CH:7][C:5]=2[N:6]=1.[NH2:14][C:15]1[CH:16]=[C:17]([CH:21]=[CH:22][C:23]=1O)[C:18](O)=O.C(OC)(OC)(OC)C. No catalyst specified. The product is [CH2:23]([CH:15]([NH:14][C:11]([C:8]1[CH:9]=[CH:10][C:4]2[O:3][C:2]([CH3:1])=[N:6][C:5]=2[CH:7]=1)=[O:13])[CH2:16][CH2:17][CH3:18])[CH2:22][CH3:21]. The yield is 0.800. (4) The reactants are [Br:1][C:2]1[CH:3]=[C:4]([CH2:9][NH:10][C:11](=O)OC(C)(C)C)[CH:5]=[CH:6][C:7]=1[F:8].B.C1COCC1. The catalyst is C1COCC1. The product is [Br:1][C:2]1[CH:3]=[C:4]([CH2:9][NH:10][CH3:11])[CH:5]=[CH:6][C:7]=1[F:8]. The yield is 0.960.